Dataset: Full USPTO retrosynthesis dataset with 1.9M reactions from patents (1976-2016). Task: Predict the reactants needed to synthesize the given product. (1) Given the product [C:1]([C@@H:4]1[CH2:7][C@H:6]([C:8]([O:10][CH2:25][C:22]2[CH:23]=[CH:24][CH:19]=[CH:20][CH:21]=2)=[O:9])[C:5]1([CH3:12])[CH3:11])(=[O:3])[CH3:2], predict the reactants needed to synthesize it. The reactants are: [C:1]([C@@H:4]1[CH2:7][C@H:6]([C:8]([OH:10])=[O:9])[C:5]1([CH3:12])[CH3:11])(=[O:3])[CH3:2].C([O-])([O-])=O.[Cs+].[Cs+].[CH:19]1[CH:24]=[CH:23][C:22]([CH2:25]Br)=[CH:21][CH:20]=1. (2) Given the product [CH3:1][C:2]1[C:3]([CH2:8][N:9]([CH2:15][C:16]2[C:21]([CH3:22])=[CH:20][CH:19]=[CH:18][N:17]=2)[CH2:10][CH2:11][CH2:12][CH2:13][NH:14][C:29]([NH2:31])=[NH:30])=[N:4][CH:5]=[CH:6][CH:7]=1, predict the reactants needed to synthesize it. The reactants are: [CH3:1][C:2]1[C:3]([CH2:8][N:9]([CH2:15][C:16]2[C:21]([CH3:22])=[CH:20][CH:19]=[CH:18][N:17]=2)[CH2:10][CH2:11][CH2:12][CH2:13][NH2:14])=[N:4][CH:5]=[CH:6][CH:7]=1.Cl.N1C=CC([C:29]([NH2:31])=[NH:30])=N1.CCN(C(C)C)C(C)C. (3) Given the product [CH:1]([O:4][C:5]1[CH:6]=[C:7]([CH:10]=[C:11]([C:13]([F:14])([F:15])[F:16])[CH:12]=1)[C:8](=[S:18])[NH2:9])([CH3:3])[CH3:2], predict the reactants needed to synthesize it. The reactants are: [CH:1]([O:4][C:5]1[CH:6]=[C:7]([CH:10]=[C:11]([C:13]([F:16])([F:15])[F:14])[CH:12]=1)[C:8]#[N:9])([CH3:3])[CH3:2].O.[SH2:18].[Na].O.O.O.O.O.O.[Cl-].[Mg+2].[Cl-].C(OCC)(=O)C.CCCCCC. (4) Given the product [CH3:19][O:16][C:14](=[O:15])[C@@H:9]1[CH:10]([O:31][CH3:30])[CH2:11][CH2:12][NH:8]1, predict the reactants needed to synthesize it. The reactants are: C(OC([N:8]1[CH2:12][C@@H:11](O)[CH2:10][C@H:9]1[C:14]([OH:16])=[O:15])=O)(C)(C)C.[H-].[Na+].[CH3:19]I.OP([O-])(O)=O.[K+].CN([CH:30]=[O:31])C. (5) Given the product [Cl:15][C:12]1[CH:13]=[CH:14][C:9]([NH:8][C:6](=[O:7])[C:5]2[CH:26]=[CH:27][C:2]([N:33]3[CH2:32][CH2:31][NH:30][C@H:29]([CH3:28])[CH2:34]3)=[N:3][CH:4]=2)=[CH:10][C:11]=1[NH:16][C:17](=[O:25])[C:18]1[CH:23]=[CH:22][C:21]([F:24])=[CH:20][CH:19]=1, predict the reactants needed to synthesize it. The reactants are: Cl[C:2]1[CH:27]=[CH:26][C:5]([C:6]([NH:8][C:9]2[CH:14]=[CH:13][C:12]([Cl:15])=[C:11]([NH:16][C:17](=[O:25])[C:18]3[CH:23]=[CH:22][C:21]([F:24])=[CH:20][CH:19]=3)[CH:10]=2)=[O:7])=[CH:4][N:3]=1.[CH3:28][C@@H:29]1[CH2:34][NH:33][CH2:32][CH2:31][NH:30]1. (6) Given the product [CH2:27]([NH:34][C:35]([C:37]1[S:41][C:40]([N:42]2[C:46]([CH3:47])=[C:45]([C:48]([OH:50])=[O:49])[N:44]=[N:43]2)=[N:39][C:38]=1[CH3:53])=[O:36])[C:28]1[CH:29]=[CH:30][CH:31]=[CH:32][CH:33]=1, predict the reactants needed to synthesize it. The reactants are: C(NC(C1SC(N2C=C(C(OCC)=O)N=N2)=NC=1C)=O)C1C=CC=CC=1.[CH2:27]([NH:34][C:35]([C:37]1[S:41][C:40]([N:42]2[C:46]([CH3:47])=[C:45]([C:48]([O:50]CC)=[O:49])[N:44]=[N:43]2)=[N:39][C:38]=1[CH3:53])=[O:36])[C:28]1[CH:33]=[CH:32][CH:31]=[CH:30][CH:29]=1.